This data is from Full USPTO retrosynthesis dataset with 1.9M reactions from patents (1976-2016). The task is: Predict the reactants needed to synthesize the given product. Given the product [NH2:8][C:7]1[CH:6]=[CH:5][C:4]([N:11]2[CH2:15][CH2:14][CH2:13][CH2:12]2)=[N:3][C:2]=1[NH2:1], predict the reactants needed to synthesize it. The reactants are: [NH2:1][C:2]1[C:7]([N+:8]([O-])=O)=[CH:6][CH:5]=[C:4]([N:11]2[CH2:15][CH2:14][CH2:13][CH2:12]2)[N:3]=1.